This data is from Full USPTO retrosynthesis dataset with 1.9M reactions from patents (1976-2016). The task is: Predict the reactants needed to synthesize the given product. (1) Given the product [CH3:1][O:2][C:3]1[C:8]([CH:9]([CH3:14])[C:10]([OH:12])=[O:11])=[CH:7][N:6]=[CH:5][N:4]=1, predict the reactants needed to synthesize it. The reactants are: [CH3:1][O:2][C:3]1[C:8]([CH:9]([CH3:14])[C:10]([O:12]C)=[O:11])=[CH:7][N:6]=[CH:5][N:4]=1.O.[OH-].[Li+]. (2) Given the product [OH:1][C@H:2]1[CH2:6][CH2:5][N:4]([C:7]2[CH:8]=[N:9][N:10]3[CH2:15][C@H:14]([CH3:16])[N:13]([C:17]([NH:43][C:37]4[CH:36]=[C:35]([F:34])[C:40]([F:41])=[C:39]([F:42])[CH:38]=4)=[O:19])[CH2:12][C:11]=23)[C:3]1=[O:24], predict the reactants needed to synthesize it. The reactants are: [OH:1][C@H:2]1[CH2:6][CH2:5][N:4]([C:7]2[CH:8]=[N:9][N:10]3[CH2:15][C@H:14]([CH3:16])[N:13]([C:17]([O:19]C(C)(C)C)=O)[CH2:12][C:11]=23)[C:3]1=[O:24].C(N(C(C)C)C(C)C)C.[F:34][C:35]1[CH:36]=[C:37]([NH:43]C(=O)OC2C=CC=CC=2)[CH:38]=[C:39]([F:42])[C:40]=1[F:41]. (3) Given the product [F:44][C:39]1[CH:38]=[C:37](/[C:35](/[CH3:36])=[CH:34]/[N:6]2[C:7]3[CH:8]=[CH:9][C:10]([CH3:16])=[CH:11][C:12]=3[C:13]3[CH2:14][CH2:15][N:2]([CH3:1])[CH2:3][CH2:4][C:5]2=3)[CH:42]=[CH:41][C:40]=1[F:43], predict the reactants needed to synthesize it. The reactants are: [CH3:1][N:2]1[CH2:15][CH2:14][C:13]2[C:12]3[CH:11]=[C:10]([CH3:16])[CH:9]=[CH:8][C:7]=3[NH:6][C:5]=2[CH2:4][CH2:3]1.N1CCC[C@H]1C(O)=O.[O-]P([O-])([O-])=O.[K+].[K+].[K+].Br[CH:34]=[C:35]([C:37]1[CH:42]=[CH:41][C:40]([F:43])=[C:39]([F:44])[CH:38]=1)[CH3:36]. (4) Given the product [Br:17][C:4]1[C:3]([O:2][CH3:1])=[CH:8][N+:7]([O-:9])=[C:6]([CH3:10])[CH:5]=1, predict the reactants needed to synthesize it. The reactants are: [CH3:1][O:2][C:3]1[C:4]([N+]([O-])=O)=[CH:5][C:6]([CH3:10])=[N+:7]([O-:9])[CH:8]=1.C([Br:17])(=O)C. (5) Given the product [OH:1][CH2:2][C:3]1[N:4]([CH:26]([CH3:28])[CH3:27])[C:5]2[CH:10]=[C:9]([NH:11][C:12]3[CH:17]=[CH:16][N:15]=[C:14]([C:18]4[CH2:23][CH2:22][CH:21]([OH:24])[CH2:20][CH:19]=4)[N:13]=3)[N:8]=[CH:7][C:6]=2[N:25]=1, predict the reactants needed to synthesize it. The reactants are: [OH:1][CH2:2][C:3]1[N:4]([CH:26]([CH3:28])[CH3:27])[C:5]2[CH:10]=[C:9]([NH:11][C:12]3[CH:17]=[CH:16][N:15]=[C:14]([C:18]4[CH2:23][CH2:22][C:21](=[O:24])[CH2:20][CH:19]=4)[N:13]=3)[N:8]=[CH:7][C:6]=2[N:25]=1.CO.[BH4-].[Na+].